Dataset: Forward reaction prediction with 1.9M reactions from USPTO patents (1976-2016). Task: Predict the product of the given reaction. (1) The product is: [C:1]([N:8]1[CH2:12][C@H:11]([OH:13])[CH2:10][C@H:9]1[CH2:14][C:26](=[O:32])[NH2:27])([O:3][C:4]([CH3:5])([CH3:6])[CH3:7])=[O:2]. Given the reactants [C:1]([N:8]1[CH2:12][C@H:11]([OH:13])[CH2:10][C@H:9]1[CH2:14]O)([O:3][C:4]([CH3:7])([CH3:6])[CH3:5])=[O:2].C(C1NC=[CH:26][N:27]=1)(C1NC=CN=1)=O.N.C1C[O:32]CC1, predict the reaction product. (2) Given the reactants [OH:1][C:2]([CH:5]1[CH2:9][CH2:8][CH:7]([CH3:10])[CH:6]1[OH:11])([CH3:4])[CH3:3].ClCCl.[Cr](Cl)([O-])(=O)=O.[NH+]1C=CC=CC=1, predict the reaction product. The product is: [OH:1][C:2]([CH:5]1[CH2:9][CH2:8][CH:7]([CH3:10])[C:6]1=[O:11])([CH3:4])[CH3:3]. (3) Given the reactants [Cl:1][C:2]1[CH:3]=[C:4]([C:8](=O)[CH2:9][CH2:10][CH2:11][CH2:12][N:13]2[CH2:18][CH2:17][CH:16]([C:19]3[CH:20]=[C:21]([NH:25][C:26](=[O:30])[CH:27]([CH3:29])[CH3:28])[CH:22]=[CH:23][CH:24]=3)[CH2:15][CH2:14]2)[CH:5]=[CH:6][CH:7]=1.Cl.[C:33]1([N:39]([C:41]2[CH:46]=[CH:45][CH:44]=[CH:43][CH:42]=2)N)[CH:38]=[CH:37][CH:36]=[CH:35][CH:34]=1, predict the reaction product. The product is: [Cl:1][C:2]1[CH:3]=[C:4]([C:8]2[N:39]([C:41]3[CH:46]=[CH:45][CH:44]=[CH:43][CH:42]=3)[C:33]3[C:34]([C:9]=2[CH2:10][CH2:11][CH2:12][N:13]2[CH2:18][CH2:17][CH:16]([C:19]4[CH:20]=[C:21]([NH:25][C:26](=[O:30])[CH:27]([CH3:29])[CH3:28])[CH:22]=[CH:23][CH:24]=4)[CH2:15][CH2:14]2)=[CH:35][CH:36]=[CH:37][CH:38]=3)[CH:5]=[CH:6][CH:7]=1. (4) Given the reactants [CH2:1]([O:3][C:4]1[CH:13]=[C:12]([CH:14]=O)[CH:11]=[C:10]([OH:16])[C:5]=1[C:6]([O:8]C)=[O:7])[CH3:2].[C:17]1([C:23](=O)[CH2:24][C:25]2[CH:30]=[CH:29][CH:28]=[CH:27][CH:26]=2)[CH:22]=[CH:21][CH:20]=[CH:19][CH:18]=1.[NH2:32][C:33]([NH2:35])=[O:34].Cl, predict the reaction product. The product is: [CH2:1]([O:3][C:4]1[CH:13]=[C:12]([CH:14]2[C:24]([C:25]3[CH:30]=[CH:29][CH:28]=[CH:27][CH:26]=3)=[C:23]([C:17]3[CH:22]=[CH:21][CH:20]=[CH:19][CH:18]=3)[NH:35][C:33](=[O:34])[NH:32]2)[CH:11]=[C:10]([OH:16])[C:5]=1[C:6]([OH:8])=[O:7])[CH3:2]. (5) Given the reactants [N:1]([CH2:4][C:5]([OH:7])=O)=[N+:2]=[N-:3].[C:8]([O:11][CH2:12][C:13]1[CH2:20][S:19][C@@H:18]2[N:15]([C:16](=[O:22])[C@H:17]2[NH2:21])[C:14]=1[C:23]([O:25][CH3:26])=[O:24])(=[O:10])[CH3:9].CN(C(ON1N=NC2C=CC=NC1=2)=[N+](C)C)C.F[P-](F)(F)(F)(F)F.C1N=CN(C(N2C=NC=C2)=O)C=1.CN1CCOCC1, predict the reaction product. The product is: [C:8]([O:11][CH2:12][C:13]1[CH2:20][S:19][C@@H:18]2[N:15]([C:16](=[O:22])[C@H:17]2[NH:21][C:5](=[O:7])[CH2:4][N:1]=[N+:2]=[N-:3])[C:14]=1[C:23]([O:25][CH3:26])=[O:24])(=[O:10])[CH3:9]. (6) The product is: [OH:8][C:9]1[CH:16]=[CH:15][CH:14]=[C:13]([OH:17])[C:10]=1[CH:11]=[O:12]. Given the reactants C([O:8][C:9]1[CH:16]=[CH:15][CH:14]=[C:13]([O:17]CC2C=CC=CC=2)[C:10]=1[CH:11]=[O:12])C1C=CC=CC=1.B(Br)(Br)Br.O, predict the reaction product. (7) Given the reactants Cl.NO.[C:4]([C:6]1[CH:11]=[CH:10][C:9]([C:12](=[O:18])[CH:13]=[CH:14][N:15](C)C)=[CH:8][CH:7]=1)#[N:5], predict the reaction product. The product is: [O:18]1[C:12]([C:9]2[CH:10]=[CH:11][C:6]([C:4]#[N:5])=[CH:7][CH:8]=2)=[CH:13][CH:14]=[N:15]1. (8) Given the reactants [CH3:1][C:2]1[CH:10]=[C:9]([C:11]([F:14])([F:13])[F:12])[CH:8]=[CH:7][C:3]=1[C:4]([OH:6])=O.FC1C=C(C(F)(F)F)C=CC=1C([NH:20][CH:21]([C:23]1[CH:24]=[C:25]([CH:39]=[CH:40][CH:41]=1)[O:26][C:27]1[CH:32]=[CH:31][C:30]([CH2:33][CH2:34][C:35]([OH:37])=[O:36])=[C:29]([CH3:38])[CH:28]=1)[CH3:22])=O, predict the reaction product. The product is: [CH3:38][C:29]1[CH:28]=[C:27]([O:26][C:25]2[CH:39]=[CH:40][CH:41]=[C:23]([CH:21]([NH:20][C:4](=[O:6])[C:3]3[CH:7]=[CH:8][C:9]([C:11]([F:14])([F:13])[F:12])=[CH:10][C:2]=3[CH3:1])[CH3:22])[CH:24]=2)[CH:32]=[CH:31][C:30]=1[CH2:33][CH2:34][C:35]([OH:37])=[O:36].